Dataset: Forward reaction prediction with 1.9M reactions from USPTO patents (1976-2016). Task: Predict the product of the given reaction. (1) Given the reactants [OH:1][C:2]1[CH:13]=[CH:12][C:5](/[CH:6]=[CH:7]/[C:8]([O:10][CH3:11])=[O:9])=[CH:4][CH:3]=1.Br[CH2:15][CH2:16][CH2:17][CH2:18][CH2:19][CH3:20].C(=O)([O-])[O-].[K+].[K+], predict the reaction product. The product is: [CH2:15]([O:1][C:2]1[CH:3]=[CH:4][C:5](/[CH:6]=[CH:7]/[C:8]([O:10][CH3:11])=[O:9])=[CH:12][CH:13]=1)[CH2:16][CH2:17][CH2:18][CH2:19][CH3:20]. (2) Given the reactants [CH3:1][N:2]1[CH2:7][CH2:6][N:5]([CH2:8][C:9]2[CH:17]=[CH:16][C:12]([C:13]([OH:15])=O)=[CH:11][CH:10]=2)[CH2:4][CH2:3]1.[F:18][C:19]1[CH:24]=[CH:23][C:22]([CH:25]2[CH2:34][CH2:33][C:32]3[C:27](=[CH:28][CH:29]=[C:30]([O:35][C:36]4[N:41]=[CH:40][C:39]([NH2:42])=[CH:38][CH:37]=4)[CH:31]=3)[O:26]2)=[CH:21][CH:20]=1.Cl.CN(C)CCCN=C=NCC, predict the reaction product. The product is: [F:18][C:19]1[CH:24]=[CH:23][C:22]([CH:25]2[CH2:34][CH2:33][C:32]3[C:27](=[CH:28][CH:29]=[C:30]([O:35][C:36]4[N:41]=[CH:40][C:39]([NH:42][C:13](=[O:15])[C:12]5[CH:11]=[CH:10][C:9]([CH2:8][N:5]6[CH2:4][CH2:3][N:2]([CH3:1])[CH2:7][CH2:6]6)=[CH:17][CH:16]=5)=[CH:38][CH:37]=4)[CH:31]=3)[O:26]2)=[CH:21][CH:20]=1. (3) Given the reactants CO.C([O:10][C:11]1[C:12]([CH3:31])=[C:13]([CH3:30])[C:14]([NH:18][C:19](=[O:29])[CH:20]([C:23]2[CH:28]=[CH:27][CH:26]=[CH:25][CH:24]=2)[CH2:21][CH3:22])=[N:15][C:16]=1[CH3:17])C1C=CC=CC=1, predict the reaction product. The product is: [OH:10][C:11]1[C:12]([CH3:31])=[C:13]([CH3:30])[C:14]([NH:18][C:19](=[O:29])[CH:20]([C:23]2[CH:28]=[CH:27][CH:26]=[CH:25][CH:24]=2)[CH2:21][CH3:22])=[N:15][C:16]=1[CH3:17]. (4) Given the reactants [C:1]1([Mg]Br)[CH:6]=[CH:5][CH:4]=[CH:3][CH:2]=1.[C:9]([C:12]1[N:13]=[CH:14][NH:15][C:16]=1[CH3:17])(=[O:11])[CH3:10], predict the reaction product. The product is: [CH3:17][C:16]1[N:15]=[CH:14][NH:13][C:12]=1[C:9]([C:1]1[CH:6]=[CH:5][CH:4]=[CH:3][CH:2]=1)([OH:11])[CH3:10]. (5) The product is: [C:1]([O:5][C:6]([N:8]1[CH2:13][CH2:12][N:11]([C:14]2[CH:19]=[CH:18][C:17]([Cl:20])=[CH:16][C:15]=2[C:21]([OH:26])=[O:23])[CH2:10][CH2:9]1)=[O:7])([CH3:4])([CH3:3])[CH3:2]. Given the reactants [C:1]([O:5][C:6]([N:8]1[CH2:13][CH2:12][N:11]([C:14]2[CH:19]=[CH:18][C:17]([Cl:20])=[CH:16][C:15]=2[C:21]#N)[CH2:10][CH2:9]1)=[O:7])([CH3:4])([CH3:3])[CH3:2].[OH-:23].[Na+].C[OH:26], predict the reaction product. (6) The product is: [F:1][C:2]([F:7])([F:6])[C:3]([OH:5])=[O:4].[CH3:8][O:9][C:10]1[C:11]([CH2:28][N:29]([CH3:30])[CH3:31])=[C:12]2[C:16](=[CH:17][CH:18]=1)[NH:15][CH:14]=[CH:13]2. Given the reactants [F:1][C:2]([F:7])([F:6])[C:3]([OH:5])=[O:4].[CH3:8][O:9][C:10]1[C:11]([CH2:28][N:29]([CH3:31])[CH3:30])=[C:12]2[C:16](=[CH:17][CH:18]=1)[N:15](S(C1C=CC=CC=1)(=O)=O)[CH:14]=[CH:13]2.[OH-].[Na+], predict the reaction product.